From a dataset of NCI-60 drug combinations with 297,098 pairs across 59 cell lines. Regression. Given two drug SMILES strings and cell line genomic features, predict the synergy score measuring deviation from expected non-interaction effect. (1) Drug 1: C1=CC(=CC=C1CC(C(=O)O)N)N(CCCl)CCCl.Cl. Drug 2: CC1C(C(=O)NC(C(=O)N2CCCC2C(=O)N(CC(=O)N(C(C(=O)O1)C(C)C)C)C)C(C)C)NC(=O)C3=C4C(=C(C=C3)C)OC5=C(C(=O)C(=C(C5=N4)C(=O)NC6C(OC(=O)C(N(C(=O)CN(C(=O)C7CCCN7C(=O)C(NC6=O)C(C)C)C)C)C(C)C)C)N)C. Cell line: UACC-257. Synergy scores: CSS=-6.49, Synergy_ZIP=3.40, Synergy_Bliss=0.343, Synergy_Loewe=-3.01, Synergy_HSA=-3.46. (2) Drug 1: CC1=CC=C(C=C1)C2=CC(=NN2C3=CC=C(C=C3)S(=O)(=O)N)C(F)(F)F. Drug 2: C1CC(=O)NC(=O)C1N2C(=O)C3=CC=CC=C3C2=O. Cell line: SF-295. Synergy scores: CSS=-8.62, Synergy_ZIP=4.39, Synergy_Bliss=5.15, Synergy_Loewe=-2.37, Synergy_HSA=-1.91. (3) Drug 1: CN(C)N=NC1=C(NC=N1)C(=O)N. Drug 2: CCN(CC)CCCC(C)NC1=C2C=C(C=CC2=NC3=C1C=CC(=C3)Cl)OC. Cell line: SK-OV-3. Synergy scores: CSS=18.3, Synergy_ZIP=-4.80, Synergy_Bliss=2.35, Synergy_Loewe=-6.19, Synergy_HSA=2.02. (4) Synergy scores: CSS=5.02, Synergy_ZIP=-1.04, Synergy_Bliss=0.884, Synergy_Loewe=-1.36, Synergy_HSA=-0.599. Drug 2: COC1=C2C(=CC3=C1OC=C3)C=CC(=O)O2. Cell line: UO-31. Drug 1: CCC1=CC2CC(C3=C(CN(C2)C1)C4=CC=CC=C4N3)(C5=C(C=C6C(=C5)C78CCN9C7C(C=CC9)(C(C(C8N6C)(C(=O)OC)O)OC(=O)C)CC)OC)C(=O)OC.C(C(C(=O)O)O)(C(=O)O)O. (5) Drug 1: CC1=CC=C(C=C1)C2=CC(=NN2C3=CC=C(C=C3)S(=O)(=O)N)C(F)(F)F. Drug 2: C1CN1C2=NC(=NC(=N2)N3CC3)N4CC4. Cell line: SNB-19. Synergy scores: CSS=7.86, Synergy_ZIP=-8.52, Synergy_Bliss=0.288, Synergy_Loewe=-16.3, Synergy_HSA=-1.41. (6) Drug 1: C1CN1P(=S)(N2CC2)N3CC3. Drug 2: C1CCC(C(C1)N)N.C(=O)(C(=O)[O-])[O-].[Pt+4]. Cell line: M14. Synergy scores: CSS=36.7, Synergy_ZIP=-10.00, Synergy_Bliss=-3.85, Synergy_Loewe=-2.38, Synergy_HSA=-1.86. (7) Drug 1: C(=O)(N)NO. Drug 2: C1CNP(=O)(OC1)N(CCCl)CCCl. Cell line: MALME-3M. Synergy scores: CSS=-0.102, Synergy_ZIP=1.39, Synergy_Bliss=0.368, Synergy_Loewe=0.269, Synergy_HSA=-1.25. (8) Drug 1: C1C(C(OC1N2C=C(C(=O)NC2=O)F)CO)O. Drug 2: CCN(CC)CCNC(=O)C1=C(NC(=C1C)C=C2C3=C(C=CC(=C3)F)NC2=O)C. Cell line: NCI-H522. Synergy scores: CSS=7.22, Synergy_ZIP=-0.735, Synergy_Bliss=2.37, Synergy_Loewe=-5.85, Synergy_HSA=-1.49.